Dataset: Experimentally validated miRNA-target interactions with 360,000+ pairs, plus equal number of negative samples. Task: Binary Classification. Given a miRNA mature sequence and a target amino acid sequence, predict their likelihood of interaction. (1) Result: 1 (interaction). The protein sequence of the target gene is MTMESGAENQQSGDAAVTEAENQQMTVQAQPQIATLAQVSMPAAHATSSAPTVTLVQLPNGQTVQVHGVIQAAQPSVIQSPQVQTVQISTIAESEDSQESVDSVTDSQKRREILSRRPSYRKILNDLSSDAPGVPRIEEEKSEEETSAPAITTVTVPTPIYQTSSGQYIAITQGGAIQLANNGTDGVQGLQTLTMTNAAATQPGTTILQYAQTTDGQQILVPSNQVVVQAASGDVQTYQIRTAPTSTIAPGVVMASSPALPTQPAEEAARKREVRLMKNREAARECRRKKKEYVKCLENR.... The miRNA is hsa-miR-4760-5p with sequence UUUAGAUUGAACAUGAAGUUAG. (2) The miRNA is hsa-miR-16-2-3p with sequence CCAAUAUUACUGUGCUGCUUUA. The protein sequence of the target gene is MFSFVDLRLLLLLGATALLTHGQEDIPEVSCIHNGLRVPNGETWKPDVCLICICHNGTAVCDGVLCKEDLDCPNPQKREGECCPFCPEEYVSPDAEVIGVEGPKGDPGPQGPRGPVGPPGQDGIPGQPGLPGPPGPPGPPGPPGLGGNFASQMSYGYDEKSAGVSVPGPMGPSGPRGLPGPPGAPGPQGFQGPPGEPGEPGASGPMGPRGPPGPPGKNGDDGEAGKPGRPGERGPPGPQGARGLPGTAGLPGMKGHRGFSGLDGAKGDTGPAGPKGEPGSPGENGAPGQMGPRGLPGERG.... Result: 0 (no interaction). (3) The miRNA is bta-miR-181a with sequence AACAUUCAACGCUGUCGGUGAGUU. The protein sequence of the target gene is MSVPVAPKKSCYTQLRDNRNAARNNNESILSLGDTNANQIMLEVSSSHDESKTCDLGDEIGNTNSSEPENRTHFHKEFHQLQGFGKGSQAGSASLKDFRLSSTIQRELNEEHTVERGTDSLQTTRSIQGPSLSSWRNVMSEASLDVLAKRDAEIPRHVPKDKLAKTLDNEELRRHSLERASSSVAAVGSLTPQHPQPLSLDSREARGQIPGGGEGPQKTLPDHAVPAAFPATDSTSEGKSVRHPKPSTSESKQSTPSETQTVGAHVLQVCSEHTSHSAHPEPALNLTLASKEIPSKLEAQ.... Result: 0 (no interaction). (4) The miRNA is bta-miR-31 with sequence AGGCAAGAUGCUGGCAUAGCU. The protein sequence of the target gene is MECCRRAAPGTPLLVLAFLLLSSRTARSEEDREGLWDAWGPWSECSRTCGGGASYSLRRCLSSKSCEGRNIRYRTCSNVDCPPEAGDFRAQQCSAHNDVKYHGQLYEWLPVSNDPDNPCSLKCQAKGTSLVVELAPKVLDGTRCYTESLDMCISGLCQIVGCDHQLGSTVKEDNCGVCNGDGSTCRLVRGQYKSQLSASKSDDTVVAIPYGSRHIRLVLKGPDHLYLETKTLQGTKGENSLSSTGIFLVDNSTVDFQKLPDKEILRMTGPLTADFIIKIHDLGPADSTVQFIFYQPIIHR.... Result: 0 (no interaction). (5) The miRNA is hsa-miR-518c-3p with sequence CAAAGCGCUUCUCUUUAGAGUGU. The protein sequence of the target gene is MEDLCVANTLFALNLFKHLAKASPTQNLFLSPWSISSTMAMVYMGSRGSTEDQMAKVLQFNEVGANAVTPMTPENFTSCGFMQQIQKGSYPDAILQAQAADKIHSSFRSLSSAINASTGNYLLESVNKLFGEKSASFREEYIRLCQKYYSSEPQAVDFLECAEEARKKINSWVKTQTKGKIPNLLPEGSVDGDTRMVLVNAVYFKGKWKTPFEKKLNGLYPFRVNSAQRTPVQMMYLREKLNIGYIEDLKAQILELPYAGDVSMFLLLPDEIADVSTGLELLESEITYDKLNKWTSKDKM.... Result: 0 (no interaction). (6) The miRNA is mmu-miR-290a-5p with sequence ACUCAAACUAUGGGGGCACUUU. The protein sequence of the target gene is MPLSVHHHVALDVVVGLVSILSFLLDLVADLWAVVQYVLLGRYLWAALVLVLLGQASVLLQLFSWLWLTADPTELHHSQLSRPFLALLHLLQLGYLYRCLHGMHQGLSMCYQEMPSECDLAYADFLSLDISMLKLFESFLEATPQLTLVLAIVLQNGQAEYYQWFGISSSFLGISWALLDYHRSLRTCLPSKPRLGRSSSAIYFLWNLLLLGPRICAIALFSAVFPYYVALHFFSLWLVLLFWIWLQGTNFMPDSKGEWLYRVTMALILYFSWFNVSGGRTRGRAVIHLIFIFSDSVLLV.... Result: 1 (interaction).